From a dataset of NCI-60 drug combinations with 297,098 pairs across 59 cell lines. Regression. Given two drug SMILES strings and cell line genomic features, predict the synergy score measuring deviation from expected non-interaction effect. (1) Drug 1: CS(=O)(=O)C1=CC(=C(C=C1)C(=O)NC2=CC(=C(C=C2)Cl)C3=CC=CC=N3)Cl. Drug 2: CC(CN1CC(=O)NC(=O)C1)N2CC(=O)NC(=O)C2. Cell line: HT29. Synergy scores: CSS=42.9, Synergy_ZIP=2.74, Synergy_Bliss=4.63, Synergy_Loewe=1.47, Synergy_HSA=4.03. (2) Drug 1: C1=CC=C(C(=C1)C(C2=CC=C(C=C2)Cl)C(Cl)Cl)Cl. Drug 2: CC1=C(C=C(C=C1)C(=O)NC2=CC(=CC(=C2)C(F)(F)F)N3C=C(N=C3)C)NC4=NC=CC(=N4)C5=CN=CC=C5. Cell line: COLO 205. Synergy scores: CSS=5.10, Synergy_ZIP=-0.536, Synergy_Bliss=2.86, Synergy_Loewe=4.13, Synergy_HSA=2.68.